This data is from Forward reaction prediction with 1.9M reactions from USPTO patents (1976-2016). The task is: Predict the product of the given reaction. (1) Given the reactants [Br:1][C:2]1[CH:3]=[C:4]([NH:9][CH3:10])[C:5]([NH2:8])=[CH:6][CH:7]=1.[S:11](N)(N)(=[O:13])=[O:12].N1C=CC=CC=1.Cl, predict the reaction product. The product is: [Br:1][C:2]1[CH:7]=[CH:6][C:5]2[NH:8][S:11](=[O:13])(=[O:12])[N:9]([CH3:10])[C:4]=2[CH:3]=1. (2) Given the reactants [C:1]1([CH3:10])[CH:6]=[CH:5][CH:4]=[C:3]([C:7](O)=[O:8])[CH:2]=1.C(Cl)(=O)C([Cl:14])=O, predict the reaction product. The product is: [CH3:10][C:1]1[CH:2]=[C:3]([CH:4]=[CH:5][CH:6]=1)[C:7]([Cl:14])=[O:8]. (3) Given the reactants [OH:1][CH:2]1[CH2:7][CH2:6][CH2:5][NH:4][CH2:3]1.[F:8][C:9]1[CH:17]=[CH:16][C:12]([C:13](O)=[O:14])=[CH:11][CH:10]=1.C1C=CC2N(O)N=NC=2C=1.CCN=C=NCCCN(C)C.Cl.C(N(CC)CC)C.Cl, predict the reaction product. The product is: [F:8][C:9]1[CH:17]=[CH:16][C:12]([C:13]([N:4]2[CH2:5][CH2:6][CH2:7][CH:2]([OH:1])[CH2:3]2)=[O:14])=[CH:11][CH:10]=1. (4) Given the reactants Cl.[NH2:2]O.[Cl:4][C:5]1[CH:10]=[CH:9][C:8]([C:11](=[O:20])[CH2:12][C:13](=O)[C:14]([O:16][CH2:17][CH3:18])=[O:15])=[CH:7][CH:6]=1, predict the reaction product. The product is: [Cl:4][C:5]1[CH:10]=[CH:9][C:8]([C:11]2[O:20][N:2]=[C:13]([C:14]([O:16][CH2:17][CH3:18])=[O:15])[CH:12]=2)=[CH:7][CH:6]=1. (5) Given the reactants [C:1]([O:5][C:6]([NH:8][CH2:9][C:10]#[C:11][C:12]1[CH:21]=[CH:20][C:15]([C:16]([O:18]C)=[O:17])=[CH:14][CH:13]=1)=[O:7])([CH3:4])([CH3:3])[CH3:2].[OH-].[Na+], predict the reaction product. The product is: [C:1]([O:5][C:6]([NH:8][CH2:9][C:10]#[C:11][C:12]1[CH:21]=[CH:20][C:15]([C:16]([OH:18])=[O:17])=[CH:14][CH:13]=1)=[O:7])([CH3:4])([CH3:2])[CH3:3]. (6) Given the reactants [CH3:1][O:2][C:3]1[CH:12]=[CH:11][CH:10]=[C:9]2[C:4]=1[CH2:5][CH2:6][C:7]([NH2:16])([C:13]([OH:15])=[O:14])[CH2:8]2.C(N(CC)CC)C.[C:24](=O)([O:40]N1C(=O)CCC1=O)[O:25][CH2:26][CH:27]1[C:39]2[CH:38]=[CH:37][CH:36]=[CH:35][C:34]=2[C:33]2[C:28]1=[CH:29][CH:30]=[CH:31][CH:32]=2, predict the reaction product. The product is: [C:24]([CH:8]1[C:9]2[C:4](=[C:3]([O:2][CH3:1])[CH:12]=[CH:11][CH:10]=2)[CH2:5][CH2:6][C:7]1([NH2:16])[C:13]([OH:15])=[O:14])([O:25][CH2:26][CH:27]1[C:28]2[C:33](=[CH:32][CH:31]=[CH:30][CH:29]=2)[C:34]2[C:39]1=[CH:38][CH:37]=[CH:36][CH:35]=2)=[O:40].